From a dataset of Reaction yield outcomes from USPTO patents with 853,638 reactions. Predict the reaction yield, written as a fraction of the theoretical maximum amount of product (1.0 means a 100% yield; for example, 0.34 means a 34% yield). (1) The reactants are C(OC([N:8]1[CH2:12][CH2:11][CH2:10][C@H:9]1[C@H:13]([C:33]1[CH:38]=[CH:37][C:36]([C:39]([F:42])([F:41])[F:40])=[C:35]([F:43])[CH:34]=1)[C:14]([N:16]1[CH2:21][CH2:20][N:19]([C:22]2[C:23]3[C@H:30]([CH3:31])[CH2:29][C@@H:28]([OH:32])[C:24]=3[N:25]=[CH:26][N:27]=2)[CH2:18][CH2:17]1)=[O:15])=O)(C)(C)C.[F:43][C:35]1[CH:34]=[C:33]([C@@H:13]([C@@H:9]2[CH2:10][CH2:11][CH2:12][NH:8]2)[C:14]([N:16]2[CH2:17][CH2:18][N:19]([C:22]3[C:23]4[C@H:30]([CH3:31])[CH2:29][C@@H:28]([OH:32])[C:24]=4[N:25]=[CH:26][N:27]=3)[CH2:20][CH2:21]2)=[O:15])[CH:38]=[CH:37][C:36]=1[C:39]([F:40])([F:42])[F:41].CO.Cl.O1CCOCC1. The catalyst is ClCCl. The product is [F:43][C:35]1[CH:34]=[C:33]([C@@H:13]([C@@H:9]2[CH2:10][CH2:11][CH2:12][NH:8]2)[C:14]([N:16]2[CH2:17][CH2:18][N:19]([C:22]3[C:23]4[C@H:30]([CH3:31])[CH2:29][C@@H:28]([OH:32])[C:24]=4[N:25]=[CH:26][N:27]=3)[CH2:20][CH2:21]2)=[O:15])[CH:38]=[CH:37][C:36]=1[C:39]([F:41])([F:40])[F:42]. The yield is 0.990. (2) The reactants are C([N:8]1[CH2:14][C:13]2[N:15]=[CH:16][C:17]([N:19]([CH:21]3[CH2:24][CH2:23][CH2:22]3)[CH3:20])=[N:18][C:12]=2[O:11][C@@H:10]([CH2:25][O:26][CH3:27])[CH2:9]1)C1C=CC=CC=1.C(OCC)(=O)C.[ClH:34]. The catalyst is CO.[OH-].[OH-].[Pd+2]. The product is [ClH:34].[CH:21]1([N:19]([CH3:20])[C:17]2[CH:16]=[N:15][C:13]3[CH2:14][NH:8][CH2:9][C@H:10]([CH2:25][O:26][CH3:27])[O:11][C:12]=3[N:18]=2)[CH2:22][CH2:23][CH2:24]1. The yield is 0.620. (3) The reactants are [CH3:1][O:2][C:3]1[CH:4]=[C:5]2[C:10](=[CH:11][CH:12]=1)[CH:9]([CH2:13][C:14]1[CH:19]=[CH:18][C:17]([O:20]CC3C=CC=CC=3)=[CH:16][CH:15]=1)[N:8]([CH:28]([CH3:30])[CH3:29])[CH2:7][CH2:6]2. The catalyst is C(O)(=O)C.C(OCC)(=O)C.[Pd]. The product is [CH3:1][O:2][C:3]1[CH:4]=[C:5]2[C:10](=[CH:11][CH:12]=1)[CH:9]([CH2:13][C:14]1[CH:19]=[CH:18][C:17]([OH:20])=[CH:16][CH:15]=1)[N:8]([CH:28]([CH3:30])[CH3:29])[CH2:7][CH2:6]2. The yield is 0.910. (4) The catalyst is C(Cl)(Cl)(Cl)Cl. The yield is 0.280. The reactants are [CH3:1][C:2]1[CH:7]=[CH:6][N:5]=[C:4]([N:8]2[C:16](=[O:17])[C:15]3[C:10](=[CH:11][CH:12]=[CH:13][CH:14]=3)[C:9]2=[O:18])[CH:3]=1.[Cl:19]N1C(=O)CCC1=O.C(OOC(=O)C1C=CC=CC=1)(=O)C1C=CC=CC=1. The product is [Cl:19][CH2:1][C:2]1[CH:7]=[CH:6][N:5]=[C:4]([N:8]2[C:9](=[O:18])[C:10]3[C:15](=[CH:14][CH:13]=[CH:12][CH:11]=3)[C:16]2=[O:17])[CH:3]=1. (5) The reactants are [C:1]1([N:7]([C:16]2[CH:21]=[CH:20][CH:19]=[CH:18][CH:17]=2)[C:8]2[CH:15]=[CH:14][C:11]([C:12]#[N:13])=[CH:10][CH:9]=2)[CH:6]=[CH:5][CH:4]=[CH:3][CH:2]=1.[N-:22]=[N+:23]=[N-:24].[Na+].[Cl-].[NH4+]. The catalyst is CN(C=O)C. The product is [C:1]1([N:7]([C:16]2[CH:21]=[CH:20][CH:19]=[CH:18][CH:17]=2)[C:8]2[CH:15]=[CH:14][C:11]([C:12]3[N:22]=[N:23][NH:24][N:13]=3)=[CH:10][CH:9]=2)[CH:6]=[CH:5][CH:4]=[CH:3][CH:2]=1. The yield is 0.680.